Task: Predict the reactants needed to synthesize the given product.. Dataset: Full USPTO retrosynthesis dataset with 1.9M reactions from patents (1976-2016) (1) Given the product [C:32]([CH2:33][N:18]1[CH2:19][CH2:20][CH:15]([CH2:14][O:13][C:12]2[CH:11]=[C:10]3[C:5]([C:6]([O:21][C:22]4[CH:23]=[C:24]5[C:28](=[CH:29][CH:30]=4)[NH:27][CH:26]=[C:25]5[CH3:31])=[N:7][CH:8]=[N:9]3)=[CH:4][C:3]=2[O:2][CH3:1])[CH2:16][CH2:17]1)#[N:34], predict the reactants needed to synthesize it. The reactants are: [CH3:1][O:2][C:3]1[CH:4]=[C:5]2[C:10](=[CH:11][C:12]=1[O:13][CH2:14][CH:15]1[CH2:20][CH2:19][NH:18][CH2:17][CH2:16]1)[N:9]=[CH:8][N:7]=[C:6]2[O:21][C:22]1[CH:23]=[C:24]2[C:28](=[CH:29][CH:30]=1)[NH:27][CH:26]=[C:25]2[CH3:31].[CH2:32]([N:34](CC)CC)[CH3:33].ClCC#N. (2) Given the product [N:12]1([C:18]2[CH:24]=[CH:23][CH:22]=[CH:21][C:19]=2[NH:20][C:9]([C:7]2[O:8][C:4]([N+:1]([O-:3])=[O:2])=[CH:5][CH:6]=2)=[O:10])[CH2:17][CH2:16][CH2:15][CH2:14][CH2:13]1, predict the reactants needed to synthesize it. The reactants are: [N+:1]([C:4]1[O:8][C:7]([C:9](Cl)=[O:10])=[CH:6][CH:5]=1)([O-:3])=[O:2].[N:12]1([C:18]2[CH:24]=[CH:23][CH:22]=[CH:21][C:19]=2[NH2:20])[CH2:17][CH2:16][CH2:15][CH2:14][CH2:13]1. (3) Given the product [F:30][C:14]1[CH:13]=[C:12]([C:10]2[CH:9]=[N:8][N:7]([C:5]([CH3:6])([CH2:4][OH:31])[CH2:32][OH:33])[CH:11]=2)[C:24]2[C:23]3[C:18](=[CH:19][CH:20]=[CH:21][CH:22]=3)[C:17]([OH:29])([C:25]([F:27])([F:28])[F:26])[C:16]=2[CH:15]=1, predict the reactants needed to synthesize it. The reactants are: C(O[C:4](=[O:31])[CH:5]([N:7]1[CH:11]=[C:10]([C:12]2[C:24]3[C:23]4[C:18](=[CH:19][CH:20]=[CH:21][CH:22]=4)[C:17]([OH:29])([C:25]([F:28])([F:27])[F:26])[C:16]=3[CH:15]=[C:14]([F:30])[CH:13]=2)[CH:9]=[N:8]1)[CH3:6])C.[CH2:32]=[O:33].[F-].C([N+](CCCC)(CCCC)CCCC)CCC. (4) Given the product [NH2:7][C:6]1([C:5]2[CH:8]=[CH:9][C:2]([C:1]#[N:10])=[CH:3][CH:4]=2)[CH2:12][CH2:11]1, predict the reactants needed to synthesize it. The reactants are: [C:1](#[N:10])[C:2]1[CH:9]=[CH:8][C:5]([C:6]#[N:7])=[CH:4][CH:3]=1.[CH2:11]([Mg]Br)[CH3:12].C1COCC1.B(F)(F)F.CCOCC. (5) Given the product [Cl:22][CH2:23][C:7]([N:6]([CH2:5][CH2:4][O:3][CH2:1][CH3:2])[CH3:14])=[O:8], predict the reactants needed to synthesize it. The reactants are: [CH2:1]([O:3][CH2:4][CH2:5][N:6]([CH3:14])[C:7](=O)[O:8]C(C)(C)C)[CH3:2].FC(F)(F)C(O)=O.[Cl:22][CH2:23]Cl.